Dataset: Full USPTO retrosynthesis dataset with 1.9M reactions from patents (1976-2016). Task: Predict the reactants needed to synthesize the given product. (1) Given the product [CH3:29][N:30]1[CH:34]=[CH:33][C:32]([NH:35][C:6]([C:8]2[CH:24]=[C:23]([O:25][CH:26]([CH3:28])[CH3:27])[C:11]3[CH2:12][CH:13]([CH2:15][O:16][C:17]4[CH:18]=[CH:19][CH:20]=[CH:21][CH:22]=4)[O:14][C:10]=3[CH:9]=2)=[O:7])=[N:31]1, predict the reactants needed to synthesize it. The reactants are: C(O[C:6]([C:8]1[CH:24]=[C:23]([O:25][CH:26]([CH3:28])[CH3:27])[C:11]2[CH2:12][CH:13]([CH2:15][O:16][C:17]3[CH:22]=[CH:21][CH:20]=[CH:19][CH:18]=3)[O:14][C:10]=2[CH:9]=1)=[O:7])(C)(C)C.[CH3:29][N:30]1[CH:34]=[CH:33][C:32]([NH2:35])=[N:31]1. (2) Given the product [Cl-:2].[CH3:4][C:5]([CH3:44])([CH2:32][CH2:33][CH2:34][CH2:35][CH2:36][CH2:37][CH2:38][CH3:39])[C:6]([O:8][CH2:9][N+:10]1([CH3:31])[CH2:15][CH2:14][N:13]([C:16]2[C:17]3[CH:29]=[C:28]([CH3:30])[S:27][C:18]=3[NH:19][C:20]3[CH:26]=[CH:25][CH:24]=[CH:23][C:21]=3[N:22]=2)[CH2:12][CH2:11]1)=[O:7], predict the reactants needed to synthesize it. The reactants are: [I-].[Cl-:2].[I-].[CH3:4][C:5]([CH3:44])([CH2:32][CH2:33][CH2:34][CH2:35][CH2:36][CH2:37][CH2:38][CH2:39]CCCC)[C:6]([O:8][CH2:9][N+:10]1([CH3:31])[CH2:15][CH2:14][N:13]([C:16]2[C:17]3[CH:29]=[C:28]([CH3:30])[S:27][C:18]=3[NH:19][C:20]3[CH:26]=[CH:25][CH:24]=[CH:23][C:21]=3[N:22]=2)[CH2:12][CH2:11]1)=[O:7].[I-].CC(C)(CCCCCCCC)C(OC[N+]1(C)CCN(C2C3C=C(C)SC=3NC3C=CC=CC=3N=2)CC1)=O. (3) Given the product [Br:1][C:2]1[CH:3]=[CH:4][C:5]2[CH2:11][N:10]([C:12]3[CH:21]=[C:20]([NH:27][CH2:26][CH2:25][NH2:28])[C:19]4[C:14](=[CH:15][CH:16]=[C:17]([Cl:23])[CH:18]=4)[N:13]=3)[CH2:9][CH2:8][CH2:7][C:6]=2[CH:24]=1, predict the reactants needed to synthesize it. The reactants are: [Br:1][C:2]1[CH:3]=[CH:4][C:5]2[CH2:11][N:10]([C:12]3[CH:21]=[C:20](Cl)[C:19]4[C:14](=[CH:15][CH:16]=[C:17]([Cl:23])[CH:18]=4)[N:13]=3)[CH2:9][CH2:8][CH2:7][C:6]=2[CH:24]=1.[CH2:25]([NH2:28])[CH2:26][NH2:27]. (4) The reactants are: Cl[C:2]1[N:7]=[C:6]([NH:8][C@H:9]([CH2:13][CH3:14])[C:10]([NH2:12])=[O:11])[CH:5]=[N:4][C:3]=1[C:15]#[N:16].Cl.[CH3:18][C:19]1[CH:23]=[C:22]([NH2:24])[S:21][N:20]=1.C([O-])([O-])=O.[K+].[K+].C1C=CC(P(C2C(C3C(P(C4C=CC=CC=4)C4C=CC=CC=4)=CC=C4C=3C=CC=C4)=C3C(C=CC=C3)=CC=2)C2C=CC=CC=2)=CC=1. Given the product [C:15]([C:3]1[N:4]=[CH:5][C:6]([NH:8][C@H:9]([CH2:13][CH3:14])[C:10]([NH2:12])=[O:11])=[N:7][C:2]=1[NH:24][C:22]1[S:21][N:20]=[C:19]([CH3:18])[CH:23]=1)#[N:16], predict the reactants needed to synthesize it. (5) Given the product [CH3:12][C:13]1[CH:14]=[C:15]2[C:20](=[CH:21][CH:22]=1)[N+:19]([O-:9])=[CH:18][C:17]([N+:23]([O-:25])=[O:24])=[CH:16]2, predict the reactants needed to synthesize it. The reactants are: ClC1C=CC=C(C(OO)=[O:9])C=1.[CH3:12][C:13]1[CH:14]=[C:15]2[C:20](=[CH:21][CH:22]=1)[N:19]=[CH:18][C:17]([N+:23]([O-:25])=[O:24])=[CH:16]2. (6) Given the product [C:2]1([C:8]2[CH:13]=[CH:12][CH:11]=[CH:10][CH:9]=2)[CH:7]=[CH:6][CH:5]=[CH:4][CH:3]=1, predict the reactants needed to synthesize it. The reactants are: Br[C:2]1[CH:7]=[CH:6][CH:5]=[CH:4][CH:3]=1.[C:8]1(B(O)O)[CH:13]=[CH:12][CH:11]=[CH:10][CH:9]=1. (7) The reactants are: COC(=O)[C:4]1[CH:9]=[CH:8][CH:7]=[CH:6][C:5]=1[C:10]#[C:11][Si](C)(C)C.[C:17](=[O:20])([O-])[O-:18].[K+].[K+].[CH3:23]O. Given the product [CH3:23][O:18][C:17](=[O:20])[C:8]1[CH:7]=[CH:6][C:5]([C:10]#[CH:11])=[CH:4][CH:9]=1, predict the reactants needed to synthesize it. (8) Given the product [CH:23]1([C:20]2[N:19]=[C:18]([C:12]3[N:8]4[CH2:9][CH2:10][O:11][C:5]5[CH:4]=[CH:3][C:2]([C:30]#[C:29][C:28]([OH:32])([CH3:31])[CH3:27])=[CH:26][C:6]=5[C:7]4=[N:14][C:13]=3[C:15]([NH2:17])=[O:16])[NH:22][N:21]=2)[CH2:25][CH2:24]1, predict the reactants needed to synthesize it. The reactants are: Br[C:2]1[CH:3]=[CH:4][C:5]2[O:11][CH2:10][CH2:9][N:8]3[C:12]([C:18]4[NH:22][N:21]=[C:20]([CH:23]5[CH2:25][CH2:24]5)[N:19]=4)=[C:13]([C:15]([NH2:17])=[O:16])[N:14]=[C:7]3[C:6]=2[CH:26]=1.[CH3:27][C:28]([OH:32])([CH3:31])[C:29]#[CH:30].